Dataset: Reaction yield outcomes from USPTO patents with 853,638 reactions. Task: Predict the reaction yield, written as a fraction of the theoretical maximum amount of product (1.0 means a 100% yield; for example, 0.34 means a 34% yield). (1) The reactants are FC(F)(F)S(O[C:7]1[CH:15]=[CH:14][C:13]([C:16]2[N:17]([C:32]([O:34][C:35]([CH3:38])([CH3:37])[CH3:36])=[O:33])[C:18]3[C:23]([CH:24]=2)=[CH:22][C:21]([CH2:25][N:26]2[CH2:31][CH2:30][CH2:29][CH2:28][CH2:27]2)=[CH:20][CH:19]=3)=[C:12]2[C:8]=1[CH2:9][NH:10][C:11]2=[O:39])(=O)=O.[CH2:42]([OH:46])[CH2:43][C:44]#[CH:45].C(N(CC)CC)C.O. The catalyst is C(#N)C.[Cl-].C([N+](CCCC)(CCCC)CCCC)CCC.C1C=CC([P]([Pd]([P](C2C=CC=CC=2)(C2C=CC=CC=2)C2C=CC=CC=2)([P](C2C=CC=CC=2)(C2C=CC=CC=2)C2C=CC=CC=2)[P](C2C=CC=CC=2)(C2C=CC=CC=2)C2C=CC=CC=2)(C2C=CC=CC=2)C2C=CC=CC=2)=CC=1.[Cu](I)I. The product is [OH:46][CH2:42][CH2:43][C:44]#[C:45][C:7]1[CH:15]=[CH:14][C:13]([C:16]2[N:17]([C:32]([O:34][C:35]([CH3:37])([CH3:38])[CH3:36])=[O:33])[C:18]3[C:23]([CH:24]=2)=[CH:22][C:21]([CH2:25][N:26]2[CH2:31][CH2:30][CH2:29][CH2:28][CH2:27]2)=[CH:20][CH:19]=3)=[C:12]2[C:8]=1[CH2:9][NH:10][C:11]2=[O:39]. The yield is 0.510. (2) The reactants are [N:1]1([C:11]2[CH:18]=[CH:17][C:14]([CH2:15][NH2:16])=[CH:13][CH:12]=2)[C:10]2[C:5](=[CH:6][CH:7]=[CH:8][CH:9]=2)[CH2:4][CH2:3][CH2:2]1.[F:19][C:20]([F:46])([F:45])[C:21]1[CH:26]=[CH:25][C:24]([C:27]2[C:28]([C:33]([NH:35][C:36]3[N:37]=[C:38]([C:42](O)=[O:43])[N:39]([CH3:41])[CH:40]=3)=[O:34])=[CH:29][CH:30]=[CH:31][CH:32]=2)=[CH:23][CH:22]=1.C(P(O)(=O)O)CC.CN1CCOCC1. The yield is 0.850. The catalyst is ClCCl.ClCCl.C(O)C. The product is [N:1]1([C:11]2[CH:12]=[CH:13][C:14]([CH2:15][NH:16][C:42]([C:38]3[N:39]([CH3:41])[CH:40]=[C:36]([NH:35][C:33]([C:28]4[C:27]([C:24]5[CH:25]=[CH:26][C:21]([C:20]([F:45])([F:19])[F:46])=[CH:22][CH:23]=5)=[CH:32][CH:31]=[CH:30][CH:29]=4)=[O:34])[N:37]=3)=[O:43])=[CH:17][CH:18]=2)[C:10]2[C:5](=[CH:6][CH:7]=[CH:8][CH:9]=2)[CH2:4][CH2:3][CH2:2]1. (3) The reactants are [CH3:1][C:2]1([CH3:18])[O:6][C@@H:5]([C@H:7]2[O:11][C@@H:10]3[O:12][C:13]([CH3:16])([CH3:15])[O:14][C@@H:9]3[C@@H:8]2[OH:17])[CH2:4][O:3]1.[H-].[Na+].[CH2:21](Br)[C:22]1[CH:27]=[CH:26][CH:25]=[CH:24][CH:23]=1.CO. The catalyst is CN(C)C=O. The product is [CH3:1][C:2]1([CH3:18])[O:6][CH:5]([CH:7]2[O:11][CH:10]3[O:12][C:13]([CH3:16])([CH3:15])[O:14][CH:9]3[CH:8]2[O:17][CH2:21][C:22]2[CH:27]=[CH:26][CH:25]=[CH:24][CH:23]=2)[CH2:4][O:3]1. The yield is 0.930.